Task: Predict the reaction yield, written as a fraction of the theoretical maximum amount of product (1.0 means a 100% yield; for example, 0.34 means a 34% yield).. Dataset: Reaction yield outcomes from USPTO patents with 853,638 reactions (1) The reactants are [CH3:1][O:2][CH:3](OC)[CH2:4][C:5]([O:7][CH2:8][O:9][C:10](=[O:17])[CH2:11][CH:12](OC)[O:13][CH3:14])=[O:6].C1(C)C=CC(S(O)(=O)=O)=CC=1. The catalyst is C1(C)C=CC=CC=1. The product is [CH3:14][O:13][CH:12]=[CH:11][C:10]([O:9][CH2:8][O:7][C:5](=[O:6])[CH:4]=[CH:3][O:2][CH3:1])=[O:17]. The yield is 0.790. (2) The reactants are [C:1]([O:5][C:6]([NH:8][C:9]1[CH:14]=[CH:13][CH:12]=[C:11]([OH:15])[CH:10]=1)=[O:7])([CH3:4])([CH3:3])[CH3:2].C1(P(C2C=CC=CC=2)C2C=CC=CC=2)C=CC=CC=1.[C:35]([C:37]1[CH:42]=[CH:41][C:40]([CH2:43][CH2:44]O)=[CH:39][CH:38]=1)#[N:36].CCOC(/N=N/C(OCC)=O)=O. The catalyst is C1COCC1. The product is [C:1]([O:5][C:6]([NH:8][C:9]1[CH:14]=[CH:13][CH:12]=[C:11]([O:15][CH2:44][CH2:43][C:40]2[CH:41]=[CH:42][C:37]([C:35]#[N:36])=[CH:38][CH:39]=2)[CH:10]=1)=[O:7])([CH3:4])([CH3:2])[CH3:3]. The yield is 0.440.